From a dataset of Catalyst prediction with 721,799 reactions and 888 catalyst types from USPTO. Predict which catalyst facilitates the given reaction. (1) Reactant: [CH2:1]([N:4]([CH2:19][CH2:20][CH3:21])[CH2:5][CH2:6][CH2:7][CH2:8][NH:9][CH2:10][C:11]1[CH:18]=[CH:17][C:14]([C:15]#[N:16])=[CH:13][CH:12]=1)[CH2:2][CH3:3].[CH2:22]([N:24]([CH2:33][CH3:34])[C:25]1[CH:32]=[CH:31][C:28]([CH:29]=O)=[CH:27][CH:26]=1)[CH3:23].C(O[BH-](OC(=O)C)OC(=O)C)(=O)C.[Na+].C(=O)(O)[O-].[Na+]. Product: [CH2:33]([N:24]([CH2:22][CH3:23])[C:25]1[CH:32]=[CH:31][C:28]([CH2:29][N:9]([CH2:10][C:11]2[CH:12]=[CH:13][C:14]([C:15]#[N:16])=[CH:17][CH:18]=2)[CH2:8][CH2:7][CH2:6][CH2:5][N:4]([CH2:1][CH2:2][CH3:3])[CH2:19][CH2:20][CH3:21])=[CH:27][CH:26]=1)[CH3:34]. The catalyst class is: 8. (2) Reactant: [Br:1][C:2]1[CH:10]=[CH:9][C:5]([C:6]([OH:8])=O)=[C:4]([CH3:11])[CH:3]=1.CN(C(ON1N=NC2C=CC=NC1=2)=[N+](C)C)C.F[P-](F)(F)(F)(F)F.CCN(C(C)C)C(C)C.[F:45][C:46]1([F:52])[CH2:51][CH2:50][NH:49][CH2:48][CH2:47]1. Product: [Br:1][C:2]1[CH:10]=[CH:9][C:5]([C:6]([N:49]2[CH2:50][CH2:51][C:46]([F:52])([F:45])[CH2:47][CH2:48]2)=[O:8])=[C:4]([CH3:11])[CH:3]=1. The catalyst class is: 3.